This data is from Catalyst prediction with 721,799 reactions and 888 catalyst types from USPTO. The task is: Predict which catalyst facilitates the given reaction. (1) Product: [CH:89]([C:9]1[CH:10]=[C:11]2[C:16](=[CH:17][CH:18]=1)[C:15]([C:19]([O:21][CH3:22])=[O:20])=[CH:14][CH:13]=[CH:12]2)=[O:90]. The catalyst class is: 318. Reactant: [C]=O.FC(F)(F)S(O[C:9]1[CH:10]=[C:11]2[C:16](=[CH:17][CH:18]=1)[C:15]([C:19]([O:21][CH3:22])=[O:20])=[CH:14][CH:13]=[CH:12]2)(=O)=O.C1(P(C2C=CC=CC=2)CCCP(C2C=CC=CC=2)C2C=CC=CC=2)C=CC=CC=1.C(N(CC)CC)C.C([SiH](CCCCCCCC)CCCCCCCC)CCCCCCC.CN([CH:89]=[O:90])C. (2) Reactant: O[C:2]1C2N=NNC=2C=CC=1.C(N(C(C)C)CC)(C)C.Cl.CN(C)CCCN=C=NCC.[NH2:32][C@@H:33]1[C:39](=[O:40])[N:38]([CH:41]2[CH2:43][CH2:42]2)[C:37]2[CH:44]=[CH:45][CH:46]=[CH:47][C:36]=2[N:35]([CH3:48])[CH2:34]1.[C:49]([OH:54])(=O)[C@H:50]([CH3:52])[OH:51]. Product: [CH:43]1([CH2:41][N:38]2[C:39](=[O:40])[C@@H:33]([NH:32][C:49](=[O:54])[C@@H:50]([OH:51])[CH3:52])[CH2:34][N:35]([CH3:48])[C:36]3[CH:47]=[CH:46][CH:45]=[CH:44][C:37]2=3)[CH2:42][CH2:2]1. The catalyst class is: 1. (3) Reactant: [NH2:1][C:2]1[CH:3]=[CH:4][C:5]([O:8][CH3:9])=[N:6][CH:7]=1.[C:10](N1C=CC=CC1=O)(N1C=CC=CC1=O)=[S:11]. Product: [N:1]([C:2]1[CH:3]=[CH:4][C:5]([O:8][CH3:9])=[N:6][CH:7]=1)=[C:10]=[S:11]. The catalyst class is: 4. (4) Reactant: [NH2:1][O:2][CH:3]([C:12]1[CH:13]=[C:14]([CH:17]=[CH:18][CH:19]=1)[C:15]#[N:16])[C:4]([N:6]1[CH2:11][CH2:10][O:9][CH2:8][CH2:7]1)=[O:5].[F:20][C:21]([F:40])([F:39])[O:22][C:23]1[CH:28]=[CH:27][C:26]([S:29]([N:32]2[CH2:37][CH2:36][C:35](=O)[CH2:34][CH2:33]2)(=[O:31])=[O:30])=[CH:25][CH:24]=1. Product: [O:9]1[CH2:10][CH2:11][N:6]([C:4](=[O:5])[CH:3]([C:12]2[CH:13]=[C:14]([CH:17]=[CH:18][CH:19]=2)[C:15]#[N:16])[O:2][N:1]=[C:35]2[CH2:36][CH2:37][N:32]([S:29]([C:26]3[CH:25]=[CH:24][C:23]([O:22][C:21]([F:20])([F:39])[F:40])=[CH:28][CH:27]=3)(=[O:31])=[O:30])[CH2:33][CH2:34]2)[CH2:7][CH2:8]1. The catalyst class is: 14. (5) Reactant: [CH2:1]([CH:19]([CH2:21][CH2:22][CH2:23][CH2:24][CH2:25][CH2:26][CH2:27][CH2:28]/[CH:29]=[CH:30]\[CH2:31]/[CH:32]=[CH:33]\[CH2:34][CH2:35][CH2:36][CH2:37][CH3:38])[OH:20])[CH2:2][CH2:3][CH2:4][CH2:5][CH2:6][CH2:7][CH2:8]/[CH:9]=[CH:10]\[CH2:11]/[CH:12]=[CH:13]\[CH2:14][CH2:15][CH2:16][CH2:17][CH3:18].[N:39]1([CH2:44][C:45](O)=[O:46])[CH:43]=[CH:42][N:41]=[CH:40]1.CCN=C=NCCCN(C)C.Cl. Product: [N:39]1([CH2:44][C:45]([O:20][CH:19]([CH2:21][CH2:22][CH2:23][CH2:24][CH2:25][CH2:26][CH2:27][CH2:28]/[CH:29]=[CH:30]\[CH2:31]/[CH:32]=[CH:33]\[CH2:34][CH2:35][CH2:36][CH2:37][CH3:38])[CH2:1][CH2:2][CH2:3][CH2:4][CH2:5][CH2:6][CH2:7][CH2:8]/[CH:9]=[CH:10]\[CH2:11]/[CH:12]=[CH:13]\[CH2:14][CH2:15][CH2:16][CH2:17][CH3:18])=[O:46])[CH:43]=[CH:42][N:41]=[CH:40]1. The catalyst class is: 154. (6) Product: [F:21][C:22]1[CH:29]=[C:28]([F:30])[CH:27]=[CH:26][C:23]=1[CH2:24][O:1][C:2]1[CH:7]=[C:6]([CH3:8])[N:5]([C:9]2[CH:10]=[C:11]([CH:16]=[CH:17][C:18]=2[CH3:19])[C:12]([O:14][CH3:15])=[O:13])[C:4](=[O:20])[CH:3]=1. Reactant: [OH:1][C:2]1[CH:7]=[C:6]([CH3:8])[N:5]([C:9]2[CH:10]=[C:11]([CH:16]=[CH:17][C:18]=2[CH3:19])[C:12]([O:14][CH3:15])=[O:13])[C:4](=[O:20])[CH:3]=1.[F:21][C:22]1[CH:29]=[C:28]([F:30])[CH:27]=[CH:26][C:23]=1[CH2:24]Br.C([O-])([O-])=O.[K+].[K+].C([O-])(O)=O.[Na+]. The catalyst class is: 9. (7) Reactant: [C:1]([CH2:3][CH2:4][N:5]([CH2:18][CH2:19][C:20]#[N:21])[CH2:6][CH2:7][CH2:8][N:9]([CH2:14][CH2:15][C:16]#[N:17])[CH2:10][CH2:11][C:12]#[N:13])#[N:2].CCO.C1COCC1. Product: [NH2:13][CH2:12][CH2:11][CH2:10][N:9]([CH2:14][CH2:15][CH2:16][NH2:17])[CH2:8][CH2:7][CH2:6][N:5]([CH2:18][CH2:19][CH2:20][NH2:21])[CH2:4][CH2:3][CH2:1][NH2:2]. The catalyst class is: 801. (8) Reactant: [C:1](Cl)(=O)C.[O:5]=[C:6]1[CH2:11][CH2:10][C:9]([C:15]2[CH:20]=[CH:19][CH:18]=[CH:17][CH:16]=2)([C:12]([OH:14])=[O:13])[CH2:8][CH2:7]1.C(=O)([O-])O.[Na+]. Product: [O:5]=[C:6]1[CH2:11][CH2:10][C:9]([C:15]2[CH:16]=[CH:17][CH:18]=[CH:19][CH:20]=2)([C:12]([O:14][CH3:1])=[O:13])[CH2:8][CH2:7]1. The catalyst class is: 5.